Predict the reactants needed to synthesize the given product. From a dataset of Full USPTO retrosynthesis dataset with 1.9M reactions from patents (1976-2016). Given the product [OH:2][C:3]1[CH:4]=[CH:5][C:6]2[O:10][CH:9]=[CH:8][C:7]=2[CH:11]=1, predict the reactants needed to synthesize it. The reactants are: C[O:2][C:3]1[CH:4]=[CH:5][C:6]2[O:10][CH:9]=[CH:8][C:7]=2[CH:11]=1.Cl.N1C=CC=CC=1.Cl.